Dataset: Forward reaction prediction with 1.9M reactions from USPTO patents (1976-2016). Task: Predict the product of the given reaction. (1) The product is: [CH2:20]([N:19]([CH2:22][CH3:23])[CH:16]1[CH2:15][CH2:14][N:13]([C:9]2[CH:8]=[C:7]([C:6]3[CH:5]=[N:4][N:3]4[C:32]([NH2:33])=[C:31]([C:28]5[CH:27]=[CH:26][C:25]([F:24])=[CH:30][CH:29]=5)[C:34]([CH3:35])=[N:1][C:2]=34)[CH:12]=[CH:11][CH:10]=2)[CH2:18][CH2:17]1)[CH3:21]. Given the reactants [NH2:1][C:2]1[C:6]([C:7]2[CH:8]=[C:9]([N:13]3[CH2:18][CH2:17][CH:16]([N:19]([CH2:22][CH3:23])[CH2:20][CH3:21])[CH2:15][CH2:14]3)[CH:10]=[CH:11][CH:12]=2)=[CH:5][NH:4][N:3]=1.[F:24][C:25]1[CH:30]=[CH:29][C:28]([CH:31]([C:34](=O)[CH3:35])[C:32]#[N:33])=[CH:27][CH:26]=1, predict the reaction product. (2) Given the reactants [CH3:1][O:2][C:3]([C:5]1[Se:6][C:7]([C:11]([O:13][CH3:14])=[O:12])=[CH:8][C:9]=1[NH2:10])=[O:4].Cl.[N:16]([O-])=O.[Na+].C(=O)([O-])[O-].[K+].[K+].[CH3:26][NH:27][CH3:28], predict the reaction product. The product is: [CH3:26][N:27]([N:16]=[N:10][C:9]1[CH:8]=[C:7]([C:11]([O:13][CH3:14])=[O:12])[Se:6][C:5]=1[C:3]([O:2][CH3:1])=[O:4])[CH3:28]. (3) Given the reactants [N+:1]([C:4]1[CH:16]=[CH:15][CH:14]=[CH:13][C:5]=1[C:6]([NH:8][CH2:9][C:10](=O)[CH3:11])=O)([O-:3])=[O:2].P12(SP3(SP(SP(S3)(S1)=S)(=S)S2)=S)=[S:18].O.[OH-].[Na+], predict the reaction product. The product is: [CH3:11][C:10]1[S:18][C:6]([C:5]2[CH:13]=[CH:14][CH:15]=[CH:16][C:4]=2[N+:1]([O-:3])=[O:2])=[N:8][CH:9]=1. (4) Given the reactants [Cl:1][C:2]1[NH:6][C:5]([CH3:7])=[N:4][C:3]=1[C:8]1[CH:9]=[C:10]([CH:14]=[CH:15][C:16]=1[CH3:17])[C:11]([OH:13])=O.Cl.[NH:19]1[CH2:22][CH:21]([C:23]2[CH:30]=[CH:29][C:26]([C:27]#[N:28])=[CH:25][CH:24]=2)[CH2:20]1.CCN=C=NCCCN(C)C.C1C=CC2N(O)N=NC=2C=1.CCN(C(C)C)C(C)C, predict the reaction product. The product is: [Cl:1][C:2]1[N:6]=[C:5]([CH3:7])[NH:4][C:3]=1[C:8]1[CH:9]=[C:10]([CH:14]=[CH:15][C:16]=1[CH3:17])[C:11]([N:19]1[CH2:22][CH:21]([C:23]2[CH:30]=[CH:29][C:26]([C:27]#[N:28])=[CH:25][CH:24]=2)[CH2:20]1)=[O:13]. (5) The product is: [C:19]([O:23][C:24](=[O:28])[CH2:25][C:10]1[C:6]2[C:7](=[C:2]([Cl:1])[N:3]=[CH:4][CH:5]=2)[N:8]([C:12]([O:14][C:15]([CH3:18])([CH3:17])[CH3:16])=[O:13])[CH:9]=1)([CH3:22])([CH3:21])[CH3:20]. Given the reactants [Cl:1][C:2]1[N:3]=[CH:4][CH:5]=[C:6]2[C:10](I)=[CH:9][N:8]([C:12]([O:14][C:15]([CH3:18])([CH3:17])[CH3:16])=[O:13])[C:7]=12.[C:19]([O:23][C:24](=[O:28])[CH2:25][Zn]Cl)([CH3:22])([CH3:21])[CH3:20], predict the reaction product. (6) Given the reactants [OH:1][C@H:2]([C:27]1[CH:32]=[CH:31][CH:30]=[CH:29][CH:28]=1)[CH2:3][NH:4][C:5]1[CH:10]=[CH:9][C:8]([CH2:11][CH2:12][NH:13][CH2:14][C@H:15]([OH:26])[C:16]2[CH:21]=[CH:20][C:19]([OH:22])=[C:18]([NH:23][CH:24]=[O:25])[CH:17]=2)=[CH:7][CH:6]=1.[Cl-:33].[NH4+].O, predict the reaction product. The product is: [ClH:33].[OH:1][C@H:2]([C:27]1[CH:28]=[CH:29][CH:30]=[CH:31][CH:32]=1)[CH2:3][NH:4][C:5]1[CH:10]=[CH:9][C:8]([CH2:11][CH2:12][NH:13][CH2:14][C@H:15]([OH:26])[C:16]2[CH:21]=[CH:20][C:19]([OH:22])=[C:18]([NH:23][CH:24]=[O:25])[CH:17]=2)=[CH:7][CH:6]=1.[OH:1][C@H:2]([C:27]1[CH:28]=[CH:29][CH:30]=[CH:31][CH:32]=1)[CH2:3][NH:4][C:5]1[CH:10]=[CH:9][C:8]([CH2:11][CH2:12][NH:13][CH2:14][C@H:15]([OH:26])[C:16]2[CH:21]=[CH:20][C:19]([OH:22])=[C:18]([NH:23][CH:24]=[O:25])[CH:17]=2)=[CH:7][CH:6]=1. (7) Given the reactants CC1C2C(OC3C=CC=C(C(F)(F)F)C=3)=C(OC)C=C(NC(CCCN)C)C=2N=C(OC)C=1.[Cl:34][C:35]1[C:40]([Cl:41])=[CH:39][C:38]([NH2:42])=[C:37]([N+:43]([O-:45])=[O:44])[CH:36]=1.C([O:48][C:49](=O)[CH2:50][C:51](=[O:53])[CH3:52])C, predict the reaction product. The product is: [Cl:34][C:35]1[C:40]([Cl:41])=[CH:39][C:38]([NH:42][C:49](=[O:48])[CH2:50][C:51](=[O:53])[CH3:52])=[C:37]([N+:43]([O-:45])=[O:44])[CH:36]=1. (8) Given the reactants [CH3:1][N:2]([CH2:13][C:14]1[NH:18][C:17]2[CH:19]=[CH:20][CH:21]=[C:22]([CH2:23][CH2:24][CH2:25][OH:26])[C:16]=2[N:15]=1)[CH:3]1[C:12]2[N:11]=[CH:10][CH:9]=[CH:8][C:7]=2[CH2:6][CH2:5][CH2:4]1, predict the reaction product. The product is: [CH3:1][N:2]([CH2:13][C:14]1[NH:18][C:17]2[CH:19]=[CH:20][CH:21]=[C:22]([CH2:23][CH2:24][CH:25]=[O:26])[C:16]=2[N:15]=1)[CH:3]1[C:12]2[N:11]=[CH:10][CH:9]=[CH:8][C:7]=2[CH2:6][CH2:5][CH2:4]1.